Dataset: Catalyst prediction with 721,799 reactions and 888 catalyst types from USPTO. Task: Predict which catalyst facilitates the given reaction. (1) Reactant: C1C=C(Cl)C=C(C(OO)=[O:9])C=1.[CH:12]1[C:20]2[C:19]3[CH:21]=[CH:22][CH:23]=[CH:24][C:18]=3[S:17][C:16]=2[CH:15]=[CH:14][CH:13]=1.C(O)C. Product: [CH:12]1[C:20]2[C:19]3[CH:21]=[CH:22][CH:23]=[CH:24][C:18]=3[S:17](=[O:9])[C:16]=2[CH:15]=[CH:14][CH:13]=1. The catalyst class is: 22. (2) Reactant: [O-]CC.[Na+].[C:5]1([SH:11])[CH:10]=[CH:9][CH:8]=[CH:7][CH:6]=1.C([O:15][CH2:16][CH2:17][CH2:18][CH2:19]Cl)(=O)C.[OH-].[K+]. Product: [C:5]1([S:11][CH2:19][CH2:18][CH2:17][CH2:16][OH:15])[CH:10]=[CH:9][CH:8]=[CH:7][CH:6]=1. The catalyst class is: 14. (3) The catalyst class is: 36. Product: [Br:30][C:18]1[CH:17]=[C:16]([C:15]#[C:14][CH2:13][O:12][C:9]2[CH:8]=[CH:7][C:6]([O:5][CH2:4][C:3]([OH:31])=[O:2])=[CH:11][CH:10]=2)[CH:21]=[C:20]([C:22]#[C:23][C:24]2[CH:25]=[CH:26][CH:27]=[CH:28][CH:29]=2)[CH:19]=1. Reactant: C[O:2][C:3](=[O:31])[CH2:4][O:5][C:6]1[CH:11]=[CH:10][C:9]([O:12][CH2:13][C:14]#[C:15][C:16]2[CH:21]=[C:20]([C:22]#[C:23][C:24]3[CH:29]=[CH:28][CH:27]=[CH:26][CH:25]=3)[CH:19]=[C:18]([Br:30])[CH:17]=2)=[CH:8][CH:7]=1.[Li+].[OH-].O.Cl. (4) Reactant: [Br:1][C:2]1[CH:19]=[CH:18][C:5]([N:6]([CH2:11][CH2:12][CH2:13][CH2:14][C:15]([OH:17])=[O:16])[CH2:7][CH:8]([CH3:10])[CH3:9])=[C:4]([CH:20]=[O:21])[CH:3]=1.[C:22](=O)([O-])[O-].[K+].[K+].IC.O. Product: [Br:1][C:2]1[CH:19]=[CH:18][C:5]([N:6]([CH2:11][CH2:12][CH2:13][CH2:14][C:15]([O:17][CH3:22])=[O:16])[CH2:7][CH:8]([CH3:10])[CH3:9])=[C:4]([CH:20]=[O:21])[CH:3]=1. The catalyst class is: 3. (5) Reactant: [CH:1]1([CH2:7][O:8][C:9]2[N:17]=[C:16]3[C:12]([N:13]=[CH:14][N:15]3[CH:18]3[CH2:23][CH2:22][CH2:21][CH2:20][O:19]3)=[C:11]([NH2:24])[N:10]=2)[CH2:6][CH2:5][CH2:4][CH2:3][CH2:2]1.[Br:25]N1C(=O)CCC1=O.O. Product: [Br:25][C:14]1[N:15]([CH:18]2[CH2:23][CH2:22][CH2:21][CH2:20][O:19]2)[C:16]2[C:12]([N:13]=1)=[C:11]([NH2:24])[N:10]=[C:9]([O:8][CH2:7][CH:1]1[CH2:2][CH2:3][CH2:4][CH2:5][CH2:6]1)[N:17]=2. The catalyst class is: 22. (6) Reactant: [CH3:1][N:2]([S:16]([CH3:19])(=[O:18])=[O:17])[C:3]1[CH:11]=[C:10]([C:12]([O:14]C)=[O:13])[CH:9]=[C:8]2[C:4]=1[CH:5]=[CH:6][NH:7]2.[OH-].[K+].I[CH2:23][CH2:24][CH2:25][CH3:26]. Product: [CH2:23]([N:7]1[C:8]2[C:4](=[C:3]([N:2]([CH3:1])[S:16]([CH3:19])(=[O:18])=[O:17])[CH:11]=[C:10]([C:12]([OH:14])=[O:13])[CH:9]=2)[CH:5]=[CH:6]1)[CH2:24][CH2:25][CH3:26]. The catalyst class is: 3. (7) Reactant: [CH3:1][O:2][C:3]([O:5][CH:6]1[O:11][C:9](=[O:10])[C:8]([Br:12])=[C:7]1Br)=[O:4].[NH2:14][C:15]1[CH:20]=[CH:19][CH:18]=[CH:17][CH:16]=1. Product: [CH3:1][O:2][C:3]([O:5][CH:6]1[O:11][C:9](=[O:10])[C:8]([Br:12])=[C:7]1[NH:14][C:15]1[CH:20]=[CH:19][CH:18]=[CH:17][CH:16]=1)=[O:4]. The catalyst class is: 179. (8) Reactant: [CH3:1][C:2](=[O:23])[C@@H:3]1[C@:20]2([CH3:21])[C@H:6]([C@H:7]3[C@H:17]([CH2:18][CH2:19]2)[C@:15]2([CH3:16])[C@H:10]([CH2:11][C:12](=[O:22])[CH2:13][CH2:14]2)[CH2:9][CH2:8]3)[CH2:5][CH2:4]1.[CH3:24][Mg]Cl. Product: [CH3:1][C:2]([C@@H:3]1[C@@:20]2([CH3:21])[CH2:19][CH2:18][C@@H:17]3[C@@:15]4([CH3:16])[CH2:14][CH2:13][C@:12]([OH:22])([CH3:24])[CH2:11][C@@H:10]4[CH2:9][CH2:8][C@H:7]3[C@@H:6]2[CH2:5][CH2:4]1)=[O:23]. The catalyst class is: 12.